From a dataset of Full USPTO retrosynthesis dataset with 1.9M reactions from patents (1976-2016). Predict the reactants needed to synthesize the given product. (1) Given the product [F:3][CH2:4][CH:5]([NH:14][C:15](=[O:21])[O:16][C:17]([CH3:20])([CH3:19])[CH3:18])[C:6]1[CH:11]=[CH:10][C:9]([CH:12]=[N:1][OH:2])=[CH:8][CH:7]=1, predict the reactants needed to synthesize it. The reactants are: [NH2:1][OH:2].[F:3][CH2:4][CH:5]([NH:14][C:15](=[O:21])[O:16][C:17]([CH3:20])([CH3:19])[CH3:18])[C:6]1[CH:11]=[CH:10][C:9]([CH:12]=O)=[CH:8][CH:7]=1. (2) Given the product [F:18][C:19]([F:23])([F:22])[CH2:20][O:21][C:2]1[CH:12]=[CH:4][C:5]([C:8]([O:10][CH3:11])=[O:9])=[N:6][CH:7]=1, predict the reactants needed to synthesize it. The reactants are: Cl[C:2]1N=[CH:4][C:5]([C:8]([O:10][CH3:11])=[O:9])=[N:6][CH:7]=1.[C:12](=O)([O-])[O-].[Cs+].[Cs+].[F:18][C:19]([F:23])([F:22])[CH2:20][OH:21].O. (3) Given the product [CH3:9][C:8]1([CH3:10])[CH:7]2[C:2]3([CH3:1])[O:25][CH:3]3[CH2:4][CH:5]1[CH2:6]2, predict the reactants needed to synthesize it. The reactants are: [CH3:1][C:2]1[CH:7]2[C:8]([CH3:10])([CH3:9])[CH:5]([CH2:6]2)[CH2:4][CH:3]=1.CCCCCCCCCCCC.NC(N)=[O:25].C(=O)(O)[O-].[Na+].OO. (4) Given the product [CH2:17]([NH:16][C:12]1[N:13]=[C:14]([CH3:15])[C:9]([OH:8])=[C:10]([CH3:24])[C:11]=1[CH3:23])[CH2:18][CH2:19][CH2:20][CH2:21][CH3:22], predict the reactants needed to synthesize it. The reactants are: C([O:8][C:9]1[C:10]([CH3:24])=[C:11]([CH3:23])[C:12]([NH:16][CH2:17][CH2:18][CH2:19][CH2:20][CH2:21][CH3:22])=[N:13][C:14]=1[CH3:15])C1C=CC=CC=1. (5) The reactants are: [CH3:1][C:2]1[CH:11]=[CH:10][C:9]2[C:4](=[CH:5][CH:6]=[C:7]3[O:15][CH2:14][C@H:13]([CH2:16]OS(C4C=CC(Br)=CC=4)(=O)=O)[O:12][C:8]3=2)[N:3]=1.[NH:28]1[CH2:33][CH2:32][NH:31][CH2:30][CH2:29]1.C(=O)(O)[O-].[Na+]. Given the product [CH3:1][C:2]1[CH:11]=[CH:10][C:9]2[C:4](=[CH:5][CH:6]=[C:7]3[O:15][CH2:14][CH:13]([CH2:16][N:28]4[CH2:33][CH2:32][NH:31][CH2:30][CH2:29]4)[O:12][C:8]3=2)[N:3]=1, predict the reactants needed to synthesize it. (6) Given the product [CH:18]1[C:28]2[C:27](=[O:29])[C:26]3[CH:30]=[CH:31][CH:32]=[CH:33][C:25]=3[CH2:24][O:12][C:22]=2[CH:21]=[CH:20][CH:19]=1, predict the reactants needed to synthesize it. The reactants are: C1(SCC2C=CC=CC=2C(O)=[O:12])C=CC=CC=1.[CH:18]1[C:28]2[C:27](=[O:29])[C:26]3[CH:30]=[CH:31][CH:32]=[CH:33][C:25]=3[CH2:24]S[C:22]=2[CH:21]=[CH:20][CH:19]=1. (7) The reactants are: N1C(C2C=CC([C:12]3[C:21](C)=[CH:20][C:19]4[C:14](=[CH:15][CH:16]=[C:17]([O:23][CH3:24])[CH:18]=4)[N:13]=3)=CC=2)=NN=N1.[CH3:25][O:26][C:27]([C:29]1[CH:34]=[CH:33][C:32](B(O)O)=[CH:31][CH:30]=1)=[O:28].C(=O)([O-])[O-].[Na+].[Na+]. Given the product [CH3:24][O:23][C:17]1[CH:18]=[C:19]2[C:14](=[CH:15][CH:16]=1)[N:13]=[C:12]([C:32]1[CH:33]=[CH:34][C:29]([C:27]([O:26][CH3:25])=[O:28])=[CH:30][CH:31]=1)[CH:21]=[CH:20]2, predict the reactants needed to synthesize it. (8) Given the product [CH3:33][N:24]1[CH2:25][CH2:26][CH2:27][C@H:22]([CH2:21][N:20]2[C:19]3[CH:28]=[CH:29][CH:30]=[CH:31][C:18]=3[N:17]=[C:16]2[CH2:15][N:4]([CH2:3][CH:2]([CH3:32])[CH3:1])[C@@H:5]2[C:14]3[N:13]=[CH:12][CH:11]=[CH:10][C:9]=3[CH2:8][CH2:7][CH2:6]2)[CH2:23]1, predict the reactants needed to synthesize it. The reactants are: [CH3:1][CH:2]([CH3:32])[CH2:3][N:4]([CH2:15][C:16]1[N:20]([CH2:21][C@H:22]2[CH2:27][CH2:26][CH2:25][NH:24][CH2:23]2)[C:19]2[CH:28]=[CH:29][CH:30]=[CH:31][C:18]=2[N:17]=1)[C@@H:5]1[C:14]2[N:13]=[CH:12][CH:11]=[CH:10][C:9]=2[CH2:8][CH2:7][CH2:6]1.[CH3:33]N(CC1N(C[C@H]2CCCN(C)C2)C2C=CC=CC=2N=1)[C@@H]1C2N=CC=CC=2CCC1. (9) Given the product [F:30][C:27]([F:28])([F:29])[S:24]([N-:16][S:17]([C:20]([F:21])([F:22])[F:23])(=[O:18])=[O:19])(=[O:25])=[O:26].[C:10]1([PH2+:9][C:3]2[CH:4]=[CH:5][CH:6]=[CH:7][CH:8]=2)[CH:11]=[CH:12][CH:13]=[CH:14][CH:15]=1, predict the reactants needed to synthesize it. The reactants are: N#N.[C:3]1([PH:9][C:10]2[CH:15]=[CH:14][CH:13]=[CH:12][CH:11]=2)[CH:8]=[CH:7][CH:6]=[CH:5][CH:4]=1.[N-:16]([S:24]([C:27]([F:30])([F:29])[F:28])(=[O:26])=[O:25])[S:17]([C:20]([F:23])([F:22])[F:21])(=[O:19])=[O:18]. (10) Given the product [Cl:35][C:15]1[CH:14]=[C:13]2[C:18]([C:19](=[O:21])[NH:20][C:11]([N:9]3[CH:10]=[C:6]([C:4]([OH:5])=[O:3])[CH:7]=[N:8]3)=[N:12]2)=[CH:17][C:16]=1[S:22]([C:25]1[CH:30]=[CH:29][C:28]([O:31][CH3:32])=[C:27]([O:33][CH3:34])[CH:26]=1)(=[O:24])=[O:23], predict the reactants needed to synthesize it. The reactants are: C([O:3][C:4]([C:6]1[CH:7]=[N:8][N:9]([C:11]2[NH:20][C:19](=[O:21])[C:18]3[C:13](=[CH:14][C:15]([Cl:35])=[C:16]([S:22]([C:25]4[CH:30]=[CH:29][C:28]([O:31][CH3:32])=[C:27]([O:33][CH3:34])[CH:26]=4)(=[O:24])=[O:23])[CH:17]=3)[N:12]=2)[CH:10]=1)=[O:5])C.C1COCC1.[OH-].[K+].Cl.